Task: Predict the reaction yield, written as a fraction of the theoretical maximum amount of product (1.0 means a 100% yield; for example, 0.34 means a 34% yield).. Dataset: Reaction yield outcomes from USPTO patents with 853,638 reactions The reactants are [OH:1][C:2]1[CH:12]=[CH:11][C:5]([C:6]([O:8][CH2:9][CH3:10])=[O:7])=[CH:4][CH:3]=1.N1C=CN=C1.Cl[Si:19]([CH:26]([CH3:28])[CH3:27])([CH:23]([CH3:25])[CH3:24])[CH:20]([CH3:22])[CH3:21].O. The catalyst is CN(C=O)C. The product is [CH3:21][CH:20]([Si:19]([CH:26]([CH3:28])[CH3:27])([CH:23]([CH3:25])[CH3:24])[O:1][C:2]1[CH:3]=[CH:4][C:5]([C:6]([O:8][CH2:9][CH3:10])=[O:7])=[CH:11][CH:12]=1)[CH3:22]. The yield is 0.990.